This data is from Full USPTO retrosynthesis dataset with 1.9M reactions from patents (1976-2016). The task is: Predict the reactants needed to synthesize the given product. Given the product [Br:1][C:2]1[N:6]2[N:7]=[C:8]([C:11]3[CH:12]=[CH:13][C:14]([C:15]([N:54]4[CH2:55][CH2:56][CH2:57][N:51]([C:58]([O:60][C:61]([CH3:64])([CH3:63])[CH3:62])=[O:59])[CH2:52][CH2:53]4)=[O:17])=[CH:18][CH:19]=3)[CH:9]=[CH:10][C:5]2=[N:4][CH:3]=1, predict the reactants needed to synthesize it. The reactants are: [Br:1][C:2]1[N:6]2[N:7]=[C:8]([C:11]3[CH:19]=[CH:18][C:14]([C:15]([OH:17])=O)=[CH:13][CH:12]=3)[CH:9]=[CH:10][C:5]2=[N:4][CH:3]=1.CN(C(ON1N=NC2C=CC=NC1=2)=[N+](C)C)C.F[P-](F)(F)(F)(F)F.CN1CCOCC1.[N:51]1([C:58]([O:60][C:61]([CH3:64])([CH3:63])[CH3:62])=[O:59])[CH2:57][CH2:56][CH2:55][NH:54][CH2:53][CH2:52]1.